This data is from Catalyst prediction with 721,799 reactions and 888 catalyst types from USPTO. The task is: Predict which catalyst facilitates the given reaction. (1) Reactant: [C:1]1([NH:7][C:8]([C:10]2[C:18]3[C:13](=[CH:14][CH:15]=[C:16]([NH2:19])[CH:17]=3)[NH:12][N:11]=2)=[O:9])[CH:6]=[CH:5][CH:4]=[CH:3][CH:2]=1.C(N(CC)C(C)C)(C)C.Cl[CH2:30][CH2:31][CH2:32][S:33](Cl)(=[O:35])=[O:34]. Product: [C:1]1([NH:7][C:8]([C:10]2[C:18]3[C:13](=[CH:14][CH:15]=[C:16]([N:19]4[CH2:30][CH2:31][CH2:32][S:33]4(=[O:35])=[O:34])[CH:17]=3)[NH:12][N:11]=2)=[O:9])[CH:6]=[CH:5][CH:4]=[CH:3][CH:2]=1. The catalyst class is: 589. (2) Reactant: O(CC)[C:2]([S-])=[S:3].[K+].[NH2:8][C:9]1[CH:14]=[C:13]([CH3:15])[CH:12]=[CH:11][C:10]=1[OH:16]. Product: [CH3:15][C:13]1[CH:12]=[CH:11][C:10]2[O:16][C:2]([SH:3])=[N:8][C:9]=2[CH:14]=1. The catalyst class is: 8. (3) Reactant: [CH2:1]([O:3][C:4](=[O:20])[CH:5]=[CH:6][CH:7]1[CH2:12][CH2:11][N:10]([C:13]([O:15][C:16]([CH3:19])([CH3:18])[CH3:17])=[O:14])[CH2:9][CH2:8]1)[CH3:2].[H][H]. Product: [CH2:1]([O:3][C:4](=[O:20])[CH2:5][CH2:6][CH:7]1[CH2:8][CH2:9][N:10]([C:13]([O:15][C:16]([CH3:19])([CH3:18])[CH3:17])=[O:14])[CH2:11][CH2:12]1)[CH3:2]. The catalyst class is: 29.